From a dataset of Reaction yield outcomes from USPTO patents with 853,638 reactions. Predict the reaction yield, written as a fraction of the theoretical maximum amount of product (1.0 means a 100% yield; for example, 0.34 means a 34% yield). (1) The reactants are Cl[C:2]1[N:7]=[C:6]([C:8]2[S:9][C:10]3[CH:16]=[C:15]([O:17][CH2:18][CH2:19][F:20])[CH:14]=[CH:13][C:11]=3[CH:12]=2)[CH:5]=[CH:4][N:3]=1.CO.[CH3:23][NH:24][CH3:25]. No catalyst specified. The product is [CH3:23][N:24]([C:2]1[N:7]=[C:6]([C:8]2[S:9][C:10]3[CH:16]=[C:15]([O:17][CH2:18][CH2:19][F:20])[CH:14]=[CH:13][C:11]=3[CH:12]=2)[CH:5]=[CH:4][N:3]=1)[CH3:25]. The yield is 0.930. (2) The reactants are [C:1]([O:5][C:6](=[O:21])[CH2:7][C@@H:8]([CH2:17][N:18]=[N+:19]=[N-:20])[CH2:9][C@H:10]([CH3:16])[CH2:11][CH2:12][CH2:13][CH2:14][CH3:15])([CH3:4])([CH3:3])[CH3:2].C(OC(=O)C[C@@H](COS(C1C=CC(C)=CC=1)(=O)=O)C[C@@H](C)CCCCC)(C)(C)C. No catalyst specified. The product is [C:1]([O:5][C:6](=[O:21])[CH2:7][C@@H:8]([CH2:17][N:18]=[N+:19]=[N-:20])[CH2:9][C@@H:10]([CH3:16])[CH2:11][CH2:12][CH2:13][CH2:14][CH3:15])([CH3:3])([CH3:4])[CH3:2]. The yield is 0.960. (3) The reactants are [F:1][C:2]1[CH:7]=[CH:6][CH:5]=[C:4]([F:8])[C:3]=1[C:9]1[CH:17]=[CH:16][CH:15]=[C:14]2[C:10]=1[CH:11]=[CH:12][NH:13]2.C([OH:20])C.C(O)(=O)C.[Br-].[Br-].[Br-].[NH+]1C=CC=CC=1.[NH+]1C=CC=CC=1.[NH+]1C=CC=CC=1. The catalyst is CC(O)(C)C.[Zn]. The product is [F:8][C:4]1[CH:5]=[CH:6][CH:7]=[C:2]([F:1])[C:3]=1[C:9]1[CH:17]=[CH:16][CH:15]=[C:14]2[C:10]=1[CH2:11][C:12](=[O:20])[NH:13]2. The yield is 0.700. (4) The reactants are [O:1]1[CH2:6][CH2:5][CH:4]([NH:7][C:8]2[NH:12][N:11]=[CH:10][CH:9]=2)[CH2:3][CH2:2]1.[C:13]([C:15]1[CH:20]=[CH:19][CH:18]=[CH:17][C:16]=1[C:21]1[CH:26]=[CH:25][C:24]([CH2:27][CH:28]([C:34](=O)[CH2:35][CH2:36][CH3:37])[C:29](OCC)=[O:30])=[CH:23][CH:22]=1)#[N:14].N12CCCN=C1CCCCC2.C(N(CC)C1C=CC=CC=1)C. The catalyst is Cl. The product is [O:30]=[C:29]1[C:28]([CH2:27][C:24]2[CH:25]=[CH:26][C:21]([C:16]3[C:15]([C:13]#[N:14])=[CH:20][CH:19]=[CH:18][CH:17]=3)=[CH:22][CH:23]=2)=[C:34]([CH2:35][CH2:36][CH3:37])[N:12]2[N:11]=[CH:10][CH:9]=[C:8]2[N:7]1[CH:4]1[CH2:3][CH2:2][O:1][CH2:6][CH2:5]1. The yield is 0.880. (5) The reactants are [Cl:1][C:2]1[N:3]=[C:4]([O:20][C@H:21]2[CH2:24][C@H:23]([CH2:25][NH:26][C:27](=[O:33])[O:28][C:29]([CH3:32])([CH3:31])[CH3:30])[CH2:22]2)[C:5]2[C:10](I)=[CH:9][N:8]([CH2:12][O:13][CH2:14][CH2:15][Si:16]([CH3:19])([CH3:18])[CH3:17])[C:6]=2[N:7]=1.[N:34]1[CH:39]=[CH:38][CH:37]=[C:36](B(O)O)[CH:35]=1.O1CCOCC1.C(=O)([O-])[O-].[Na+].[Na+]. The catalyst is C(OCC)(=O)C.O.C1C=CC(P(C2C=CC=CC=2)[C-]2C=CC=C2)=CC=1.C1C=CC(P(C2C=CC=CC=2)[C-]2C=CC=C2)=CC=1.Cl[Pd]Cl.[Fe+2]. The product is [Cl:1][C:2]1[N:3]=[C:4]([O:20][C@H:21]2[CH2:24][C@H:23]([CH2:25][NH:26][C:27](=[O:33])[O:28][C:29]([CH3:32])([CH3:31])[CH3:30])[CH2:22]2)[C:5]2[C:10]([C:36]3[CH:35]=[N:34][CH:39]=[CH:38][CH:37]=3)=[CH:9][N:8]([CH2:12][O:13][CH2:14][CH2:15][Si:16]([CH3:19])([CH3:18])[CH3:17])[C:6]=2[N:7]=1. The yield is 0.730.